This data is from Catalyst prediction with 721,799 reactions and 888 catalyst types from USPTO. The task is: Predict which catalyst facilitates the given reaction. (1) The catalyst class is: 53. Product: [Br:1][C:2]1[CH:7]=[CH:6][C:5]([CH2:8][Br:16])=[CH:4][N:3]=1. Reactant: [Br:1][C:2]1[CH:7]=[CH:6][C:5]([CH3:8])=[CH:4][N:3]=1.C1C(=O)N([Br:16])C(=O)C1. (2) Reactant: [C:1]([O:5][C:6](=[O:25])[N:7]([CH:9]1[CH2:14][CH2:13][CH2:12][CH:11]([C:15]2[C:23]3[C:18](=[CH:19][CH:20]=[C:21]([NH2:24])[CH:22]=3)[NH:17][CH:16]=2)[CH2:10]1)[CH3:8])([CH3:4])([CH3:3])[CH3:2].I.[S:27]1[CH:31]=[CH:30][CH:29]=[C:28]1[C:32](SC)=[NH:33]. Product: [CH3:8][N:7]([CH:9]1[CH2:14][CH2:13][CH2:12][CH:11]([C:15]2[C:23]3[C:18](=[CH:19][CH:20]=[C:21]([NH:24][C:32]([C:28]4[S:27][CH:31]=[CH:30][CH:29]=4)=[NH:33])[CH:22]=3)[NH:17][CH:16]=2)[CH2:10]1)[C:6](=[O:25])[O:5][C:1]([CH3:4])([CH3:2])[CH3:3]. The catalyst class is: 14. (3) Reactant: [C:8](O[C:8]([C:10]([F:13])([F:12])[F:11])=[O:9])([C:10]([F:13])([F:12])[F:11])=[O:9].[NH2:14][C:15]1[CH:35]=[C:34]([C:36]2[N:40]=[C:39]([CH3:41])[O:38][N:37]=2)[CH:33]=[CH:32][C:16]=1[CH2:17][NH:18][C:19](=[O:31])[C:20]1[CH:25]=[C:24]([O:26][CH3:27])[C:23]([CH3:28])=[C:22]([O:29][CH3:30])[CH:21]=1.N1C=CC=CC=1. Product: [CH3:30][O:29][C:22]1[CH:21]=[C:20]([CH:25]=[C:24]([O:26][CH3:27])[C:23]=1[CH3:28])[C:19]([NH:18][CH2:17][C:16]1[CH:32]=[CH:33][C:34]([C:36]2[N:40]=[C:39]([CH3:41])[O:38][N:37]=2)=[CH:35][C:15]=1[NH:14][C:8](=[O:9])[C:10]([F:11])([F:12])[F:13])=[O:31]. The catalyst class is: 96. (4) Reactant: C(O)(=O)C(O)=O.[C:7]1([C:28]2[CH:33]=[CH:32][CH:31]=[CH:30][CH:29]=2)[CH:12]=[CH:11][C:10]([CH2:13][CH:14]2[C:23]3[C:18](=[CH:19][C:20]([O:26][CH3:27])=[C:21]([O:24][CH3:25])[CH:22]=3)[CH2:17][CH2:16][NH:15]2)=[CH:9][CH:8]=1.[OH-].[Na+]. Product: [C:7]1([C:28]2[CH:33]=[CH:32][CH:31]=[CH:30][CH:29]=2)[CH:8]=[CH:9][C:10]([CH2:13][CH:14]2[C:23]3[C:18](=[CH:19][C:20]([O:26][CH3:27])=[C:21]([O:24][CH3:25])[CH:22]=3)[CH2:17][CH2:16][NH:15]2)=[CH:11][CH:12]=1. The catalyst class is: 4. (5) Reactant: [NH2:1][N:2]1[C:10]2[C:6]([N:7]3[N:13]([CH3:14])[C:12](=[O:15])[N:11](CC4C=CC(OC)=C(OC)C=4)[CH:8]3[N:9]=2)=[C:5]([C:27]2[O:28][CH:29]=[CH:30][CH:31]=2)[N:4]=[CH:3]1.[Cl-].[Al+3].[Cl-].[Cl-]. Product: [NH2:1][N:2]1[C:10]2[C:6]([N:7]3[N:13]([CH3:14])[C:12](=[O:15])[NH:11][CH:8]3[N:9]=2)=[C:5]([C:27]2[O:28][CH:29]=[CH:30][CH:31]=2)[N:4]=[CH:3]1. The catalyst class is: 262. (6) The catalyst class is: 289. Product: [F:20][C:19]([F:22])([F:21])[C:35]([OH:36])=[O:38].[Cl:1][C:2]1[CH:7]=[CH:6][C:5]([N:8]2[C:12]3[C:13]([C:19]([F:21])([F:20])[F:22])=[CH:14][C:15]([C:17]([NH2:18])=[O:36])=[CH:16][C:11]=3[N:10]([CH2:26][CH2:27][N:28]([CH2:31][CH3:32])[CH2:29][CH3:30])[C:9]2=[O:23])=[CH:4][CH:3]=1. Reactant: [Cl:1][C:2]1[CH:7]=[CH:6][C:5]([N:8]2[C:12]3[C:13]([C:19]([F:22])([F:21])[F:20])=[CH:14][C:15]([C:17]#[N:18])=[CH:16][C:11]=3[NH:10][C:9]2=[O:23])=[CH:4][CH:3]=1.[H-].[Na+].[CH3:26][CH2:27][N:28]([CH2:31][CH2:32]Cl)[CH2:29][CH3:30].Cl.[C:35](=[O:38])(O)[O-:36].[Na+]. (7) Reactant: Cl.[NH2:2][C:3]([CH3:15])([CH3:14])[C:4]([O:6][CH2:7][C:8]1[CH:13]=[CH:12][CH:11]=[CH:10][CH:9]=1)=[O:5]. Product: [NH2:2][C:3]([CH3:15])([CH3:14])[C:4]([O:6][CH2:7][C:8]1[CH:13]=[CH:12][CH:11]=[CH:10][CH:9]=1)=[O:5]. The catalyst class is: 13. (8) Reactant: [CH3:1][O:2][CH2:3][CH2:4][NH2:5].C(N(CC)CC)C.Br[CH2:14][C:15]1[CH:16]=[C:17]([CH:20]=[CH:21][CH:22]=1)[C:18]#[N:19]. Product: [CH3:1][O:2][CH2:3][CH2:4][NH:5][CH2:14][C:15]1[CH:16]=[C:17]([CH:20]=[CH:21][CH:22]=1)[C:18]#[N:19]. The catalyst class is: 2. (9) The catalyst class is: 27. Product: [CH2:7]([C:9]1([C:14]2[CH:15]=[C:16]([CH2:20][CH2:21][C:22]3[CH:31]=[CH:30][C:25]([CH2:26][OH:27])=[C:24]([CH2:32][OH:33])[CH:23]=3)[CH:17]=[CH:18][CH:19]=2)[O:10][CH2:11][CH2:12][O:13]1)[CH3:8]. Reactant: [H-].[Al+3].[Li+].[H-].[H-].[H-].[CH2:7]([C:9]1([C:14]2[CH:15]=[C:16]([CH2:20][CH2:21][C:22]3[CH:23]=[C:24]([C:32](OC)=[O:33])[C:25](=[CH:30][CH:31]=3)[C:26](OC)=[O:27])[CH:17]=[CH:18][CH:19]=2)[O:13][CH2:12][CH2:11][O:10]1)[CH3:8].O.C(=O)([O-])[O-].[Na+].[Na+].